Task: Regression. Given two drug SMILES strings and cell line genomic features, predict the synergy score measuring deviation from expected non-interaction effect.. Dataset: NCI-60 drug combinations with 297,098 pairs across 59 cell lines (1) Drug 1: CC1=CC2C(CCC3(C2CCC3(C(=O)C)OC(=O)C)C)C4(C1=CC(=O)CC4)C. Drug 2: C1C(C(OC1N2C=NC(=NC2=O)N)CO)O. Cell line: 786-0. Synergy scores: CSS=5.81, Synergy_ZIP=-2.95, Synergy_Bliss=-2.43, Synergy_Loewe=-17.9, Synergy_HSA=-4.12. (2) Drug 1: C1CN1P(=S)(N2CC2)N3CC3. Drug 2: CN1C(=O)N2C=NC(=C2N=N1)C(=O)N. Cell line: U251. Synergy scores: CSS=32.8, Synergy_ZIP=-11.7, Synergy_Bliss=-9.81, Synergy_Loewe=-8.42, Synergy_HSA=-4.90. (3) Drug 1: CC12CCC(CC1=CCC3C2CCC4(C3CC=C4C5=CN=CC=C5)C)O. Drug 2: CC12CCC3C(C1CCC2OP(=O)(O)O)CCC4=C3C=CC(=C4)OC(=O)N(CCCl)CCCl.[Na+]. Cell line: TK-10. Synergy scores: CSS=15.3, Synergy_ZIP=8.93, Synergy_Bliss=6.83, Synergy_Loewe=5.53, Synergy_HSA=6.01. (4) Drug 1: C1C(C(OC1N2C=NC3=C(N=C(N=C32)Cl)N)CO)O. Drug 2: C(CN)CNCCSP(=O)(O)O. Cell line: RXF 393. Synergy scores: CSS=-12.1, Synergy_ZIP=2.80, Synergy_Bliss=-2.95, Synergy_Loewe=-7.91, Synergy_HSA=-7.36. (5) Drug 1: C1=NC2=C(N1)C(=S)N=CN2. Drug 2: CN(CCCl)CCCl.Cl. Cell line: SK-OV-3. Synergy scores: CSS=38.1, Synergy_ZIP=-10.1, Synergy_Bliss=-6.99, Synergy_Loewe=-6.85, Synergy_HSA=-2.58. (6) Drug 1: C1=CC(=C2C(=C1NCCNCCO)C(=O)C3=C(C=CC(=C3C2=O)O)O)NCCNCCO. Drug 2: CC(C1=C(C=CC(=C1Cl)F)Cl)OC2=C(N=CC(=C2)C3=CN(N=C3)C4CCNCC4)N. Cell line: MCF7. Synergy scores: CSS=26.2, Synergy_ZIP=-6.60, Synergy_Bliss=-3.49, Synergy_Loewe=-13.3, Synergy_HSA=-2.00. (7) Drug 1: CC1=CC2C(CCC3(C2CCC3(C(=O)C)OC(=O)C)C)C4(C1=CC(=O)CC4)C. Drug 2: CCC1(C2=C(COC1=O)C(=O)N3CC4=CC5=C(C=CC(=C5CN(C)C)O)N=C4C3=C2)O.Cl. Cell line: HOP-92. Synergy scores: CSS=8.66, Synergy_ZIP=-1.49, Synergy_Bliss=-1.79, Synergy_Loewe=-31.3, Synergy_HSA=-9.20.